This data is from Reaction yield outcomes from USPTO patents with 853,638 reactions. The task is: Predict the reaction yield, written as a fraction of the theoretical maximum amount of product (1.0 means a 100% yield; for example, 0.34 means a 34% yield). (1) The reactants are [C:1]([O:5][C:6](=[O:17])[C:7]1[CH:12]=[CH:11][C:10]([CH2:13]Br)=[C:9]([F:15])[C:8]=1[F:16])([CH3:4])([CH3:3])[CH3:2].C[N+]([O-:22])(C)C. The catalyst is CS(C)=O.C(Cl)Cl. The product is [C:1]([O:5][C:6](=[O:17])[C:7]1[CH:12]=[CH:11][C:10]([CH:13]=[O:22])=[C:9]([F:15])[C:8]=1[F:16])([CH3:4])([CH3:3])[CH3:2]. The yield is 0.430. (2) The reactants are C1(P(C2CCCCC2)C2CCCCC2)CCCCC1.[CH3:20][S:21]([O:24][C:25]1[CH:30]=[C:29]([O:31][CH3:32])[CH:28]=[C:27](Cl)[CH:26]=1)(=[O:23])=[O:22].[CH3:34][C:35]1([CH3:51])[C:39]([CH3:41])([CH3:40])[O:38][B:37]([B:37]2[O:38][C:39]([CH3:41])([CH3:40])[C:35]([CH3:51])([CH3:34])[O:36]2)[O:36]1.C([O-])(=O)C.[K+]. The catalyst is C1C=CC(/C=C/C(/C=C/C2C=CC=CC=2)=O)=CC=1.C1C=CC(/C=C/C(/C=C/C2C=CC=CC=2)=O)=CC=1.C1C=CC(/C=C/C(/C=C/C2C=CC=CC=2)=O)=CC=1.[Pd].[Pd].O.C(COC)OC. The product is [CH3:20][S:21]([O:24][C:25]1[CH:26]=[C:27]([B:37]2[O:38][C:39]([CH3:41])([CH3:40])[C:35]([CH3:51])([CH3:34])[O:36]2)[CH:28]=[C:29]([O:31][CH3:32])[CH:30]=1)(=[O:23])=[O:22]. The yield is 0.790.